This data is from Retrosynthesis with 50K atom-mapped reactions and 10 reaction types from USPTO. The task is: Predict the reactants needed to synthesize the given product. (1) Given the product COc1cc(-c2cnc(N)c(Br)c2)ccc1OCCN1CCCC1, predict the reactants needed to synthesize it. The reactants are: COc1cc(B2OC(C)(C)C(C)(C)O2)ccc1OCCN1CCCC1.Nc1ncc(I)cc1Br. (2) Given the product Cc1onc(-c2ccncc2)c1COc1ccc(C(=O)NC2CCOCC2)nn1, predict the reactants needed to synthesize it. The reactants are: CCOC(=O)c1ccc(OCc2c(-c3ccncc3)noc2C)nn1.NC1CCOCC1. (3) Given the product OCc1cn(-c2ccc3ccccc3c2)cn1, predict the reactants needed to synthesize it. The reactants are: COC(=O)c1cn(-c2ccc3ccccc3c2)cn1. (4) Given the product O=C(O)C(=O)CC(=O)c1ccc(-c2ccccc2)n1Cc1ccc(F)cc1, predict the reactants needed to synthesize it. The reactants are: CCOC(=O)C(=O)CC(=O)c1ccc(-c2ccccc2)n1Cc1ccc(F)cc1. (5) Given the product C=CCN(C(=O)c1ccc(Sc2ccc(NC(=O)OC(C)(C)C)cc2)c(Nc2ncnc3nc(C(C)C)ccc23)c1)[C@@H](C)c1ccccc1, predict the reactants needed to synthesize it. The reactants are: C=CCN[C@@H](C)c1ccccc1.CC(C)c1ccc2c(Nc3cc(C(=O)O)ccc3Sc3ccc(NC(=O)OC(C)(C)C)cc3)ncnc2n1. (6) The reactants are: CI.COC(=O)CCC(=O)c1cccc(OC(C)=O)c1O. Given the product COC(=O)CCC(=O)c1cccc(OC(C)=O)c1OC, predict the reactants needed to synthesize it. (7) Given the product Cc1c(CN2CCN(C)CC2)cccc1[N+](=O)[O-], predict the reactants needed to synthesize it. The reactants are: CN1CCNCC1.Cc1c(C=O)cccc1[N+](=O)[O-].